Task: Predict the product of the given reaction.. Dataset: Forward reaction prediction with 1.9M reactions from USPTO patents (1976-2016) (1) Given the reactants [C:1]1([CH3:7])[CH:6]=[CH:5][CH:4]=[CH:3][CH:2]=1.Br[C:9]1C=[CH:12][O:11][CH:10]=1.CN([CH:17]=[O:18])C.C([O-])([O-])=O.[K+].[K+], predict the reaction product. The product is: [O:11]1[CH:10]=[CH:9][C:7]([C:1]2[CH:6]=[C:5]([CH:4]=[CH:3][CH:2]=2)[CH:17]=[O:18])=[CH:12]1. (2) Given the reactants O=C1C2C(=CC=CC=2)C(=O)[N:3]1[CH2:12][CH2:13][CH2:14][CH2:15][C:16]1[CH:21]=[CH:20][C:19]([O:22][C:23](=[S:27])[N:24]([CH3:26])[CH3:25])=[CH:18][CH:17]=1.CN, predict the reaction product. The product is: [NH2:3][CH2:12][CH2:13][CH2:14][CH2:15][C:16]1[CH:21]=[CH:20][C:19]([O:22][C:23](=[S:27])[N:24]([CH3:25])[CH3:26])=[CH:18][CH:17]=1. (3) Given the reactants [OH:1][C@@H:2]1[CH2:10][C:9]2[C:4](=[CH:5][CH:6]=[CH:7][CH:8]=2)[C@H:3]1[N:11]1[C:19](=[O:20])[C:18]2[C:13](=[CH:14][CH:15]=[CH:16][CH:17]=2)[C:12]1=[O:21].[CH3:22][Si](C)(C)[N-][Si](C)(C)C.[Li+].CI, predict the reaction product. The product is: [CH3:22][O:1][C@@H:2]1[CH2:10][C:9]2[C:4](=[CH:5][CH:6]=[CH:7][CH:8]=2)[C@H:3]1[N:11]1[C:12](=[O:21])[C:13]2[C:18](=[CH:17][CH:16]=[CH:15][CH:14]=2)[C:19]1=[O:20]. (4) The product is: [C:23]([C:25]1[CH:33]=[CH:32][C:28]([C:29]([NH:2][CH:3]2[CH2:8][CH2:7][N:6]([CH2:9][C@H:10]([OH:11])[C:12]3[C:13]([CH3:22])=[C:14]4[C:18](=[CH:19][CH:20]=3)[C:17](=[O:21])[O:16][CH2:15]4)[CH2:5][CH2:4]2)=[O:30])=[CH:27][C:26]=1[CH3:34])#[N:24]. Given the reactants Cl.[NH2:2][CH:3]1[CH2:8][CH2:7][N:6]([CH2:9][C@@H:10]([C:12]2[C:13]([CH3:22])=[C:14]3[C:18](=[CH:19][CH:20]=2)[C:17](=[O:21])[O:16][CH2:15]3)[OH:11])[CH2:5][CH2:4]1.[C:23]([C:25]1[CH:33]=[CH:32][C:28]([C:29](O)=[O:30])=[CH:27][C:26]=1[CH3:34])#[N:24], predict the reaction product. (5) Given the reactants [N:1]1[CH:6]=[CH:5][C:4]([C:7]2[S:11][C:10]([C:12]([OH:14])=O)=[CH:9][CH:8]=2)=[CH:3][CH:2]=1.[C:15]1([CH2:25][NH2:26])[C:24]2[C:19](=[CH:20][CH:21]=[CH:22][CH:23]=2)[CH:18]=[CH:17][CH:16]=1, predict the reaction product. The product is: [C:15]1([CH2:25][NH:26][C:12]([C:10]2[S:11][C:7]([C:4]3[CH:3]=[CH:2][N:1]=[CH:6][CH:5]=3)=[CH:8][CH:9]=2)=[O:14])[C:24]2[C:19](=[CH:20][CH:21]=[CH:22][CH:23]=2)[CH:18]=[CH:17][CH:16]=1. (6) The product is: [CH:1]([C:4]1[CH:5]=[CH:6][C:7]2[N:8]([CH:10]=[C:11]([C:13]([NH:18][C:19]3[CH:24]=[CH:23][CH:22]=[CH:21][CH:20]=3)=[O:15])[N:12]=2)[CH:9]=1)([CH3:2])[CH3:3]. Given the reactants [CH:1]([C:4]1[CH:5]=[CH:6][C:7]2[N:8]([CH:10]=[C:11]([C:13]([O:15]CC)=O)[N:12]=2)[CH:9]=1)([CH3:3])[CH3:2].[NH2:18][C:19]1[CH:24]=[CH:23][CH:22]=[CH:21][CH:20]=1.ON1C2N=CC=CC=2N=N1, predict the reaction product. (7) Given the reactants [N:1]1([C:6]2[N:11]=[C:10]([C:12]#N)[CH:9]=[C:8]([CH3:14])[N:7]=2)[CH:5]=[CH:4][N:3]=[CH:2]1.Br[CH2:16][C:17]([O:19][CH2:20][CH3:21])=[O:18].C1C[O:25]CC1, predict the reaction product. The product is: [N:1]1([C:6]2[N:11]=[C:10]([C:12](=[O:25])[CH2:16][C:17]([O:19][CH2:20][CH3:21])=[O:18])[CH:9]=[C:8]([CH3:14])[N:7]=2)[CH:5]=[CH:4][N:3]=[CH:2]1.